Dataset: Full USPTO retrosynthesis dataset with 1.9M reactions from patents (1976-2016). Task: Predict the reactants needed to synthesize the given product. (1) Given the product [NH2:12][C:11]1[C:2]([Cl:1])=[C:3]([CH:8]=[C:9]([Cl:15])[CH:10]=1)[C:4]([O:6][CH3:7])=[O:5], predict the reactants needed to synthesize it. The reactants are: [Cl:1][C:2]1[C:11]([N+:12]([O-])=O)=[CH:10][C:9]([Cl:15])=[CH:8][C:3]=1[C:4]([O:6][CH3:7])=[O:5].[Cl-].[NH4+]. (2) The reactants are: [C:1]([O:5][C:6]([NH:8][C:9]1([C:13]2[CH:18]=[CH:17][C:16]([C:19]3[N:24]=[C:23]([N:25]([CH3:31])[CH2:26][C:27]([O:29]C)=O)[C:22]([N+:32]([O-])=O)=[CH:21][C:20]=3[C:35]3[CH:40]=[CH:39][CH:38]=[CH:37][CH:36]=3)=[CH:15][CH:14]=2)[CH2:12][CH2:11][CH2:10]1)=[O:7])([CH3:4])([CH3:3])[CH3:2].[H][H]. Given the product [C:1]([O:5][C:6](=[O:7])[NH:8][C:9]1([C:13]2[CH:14]=[CH:15][C:16]([C:19]3[C:20]([C:35]4[CH:40]=[CH:39][CH:38]=[CH:37][CH:36]=4)=[CH:21][C:22]4[NH:32][C:27](=[O:29])[CH2:26][N:25]([CH3:31])[C:23]=4[N:24]=3)=[CH:17][CH:18]=2)[CH2:10][CH2:11][CH2:12]1)([CH3:2])([CH3:3])[CH3:4], predict the reactants needed to synthesize it. (3) Given the product [Br:25][C:24]1[C:19]2[S:63][C:62]([SH:64])=[N:26][C:20]=2[CH:21]=[CH:22][CH:23]=1.[Br:29][C:30]1[CH:31]=[C:32]([CH:33]=[CH:34][C:35]=1[Br:36])[NH2:37], predict the reactants needed to synthesize it. The reactants are: [N+]([O-])(O)=O.OS(O)(=O)=O.BrC1C=CC=CC=1Br.Br[C:19]1[C:24]([Br:25])=[CH:23][CH:22]=[CH:21][C:20]=1[N+:26]([O-])=O.[Br:29][C:30]1[CH:31]=[C:32]([N+:37]([O-])=O)[CH:33]=[CH:34][C:35]=1[Br:36].Cl.BrC1C(Br)=CC=CC=1N.BrC1C=C(C=CC=1Br)N.C(O[C:62]([SH:64])=[S:63])C.[K]. (4) Given the product [CH3:9][O:8][C:4]1[N:3]=[C:2]([CH:23]([NH:24][C:25](=[O:31])[O:26][C:27]([CH3:29])([CH3:28])[CH3:30])[C:19]2[CH:20]=[CH:21][CH:22]=[C:17]([C:16]([F:33])([F:32])[F:15])[CH:18]=2)[CH:7]=[CH:6][CH:5]=1, predict the reactants needed to synthesize it. The reactants are: Br[C:2]1[CH:7]=[CH:6][CH:5]=[C:4]([O:8][CH3:9])[N:3]=1.C([Li])CCC.[F:15][C:16]([F:33])([F:32])[C:17]1[CH:18]=[C:19](/[CH:23]=[N:24]/[C:25](=[O:31])[O:26][C:27]([CH3:30])([CH3:29])[CH3:28])[CH:20]=[CH:21][CH:22]=1.[Cl-].[NH4+].